Dataset: NCI-60 drug combinations with 297,098 pairs across 59 cell lines. Task: Regression. Given two drug SMILES strings and cell line genomic features, predict the synergy score measuring deviation from expected non-interaction effect. (1) Drug 1: CC1=C(C=C(C=C1)NC2=NC=CC(=N2)N(C)C3=CC4=NN(C(=C4C=C3)C)C)S(=O)(=O)N.Cl. Drug 2: CC12CCC3C(C1CCC2=O)CC(=C)C4=CC(=O)C=CC34C. Cell line: CAKI-1. Synergy scores: CSS=32.3, Synergy_ZIP=0.177, Synergy_Bliss=-1.76, Synergy_Loewe=-0.589, Synergy_HSA=0.268. (2) Drug 1: CC1=C(C=C(C=C1)NC2=NC=CC(=N2)N(C)C3=CC4=NN(C(=C4C=C3)C)C)S(=O)(=O)N.Cl. Drug 2: C1CC(=O)NC(=O)C1N2CC3=C(C2=O)C=CC=C3N. Cell line: PC-3. Synergy scores: CSS=2.12, Synergy_ZIP=-3.28, Synergy_Bliss=-4.70, Synergy_Loewe=-3.46, Synergy_HSA=-3.43. (3) Drug 1: C1=NC2=C(N=C(N=C2N1C3C(C(C(O3)CO)O)F)Cl)N. Drug 2: C(CN)CNCCSP(=O)(O)O. Cell line: SF-268. Synergy scores: CSS=6.79, Synergy_ZIP=-2.93, Synergy_Bliss=-1.19, Synergy_Loewe=-21.2, Synergy_HSA=-2.45. (4) Drug 1: CC1=C(C=C(C=C1)C(=O)NC2=CC(=CC(=C2)C(F)(F)F)N3C=C(N=C3)C)NC4=NC=CC(=N4)C5=CN=CC=C5. Drug 2: C(CN)CNCCSP(=O)(O)O. Cell line: OVCAR-4. Synergy scores: CSS=-3.23, Synergy_ZIP=0.474, Synergy_Bliss=-2.52, Synergy_Loewe=-15.8, Synergy_HSA=-4.68. (5) Drug 1: CN(C)N=NC1=C(NC=N1)C(=O)N. Synergy scores: CSS=6.08, Synergy_ZIP=-0.899, Synergy_Bliss=1.40, Synergy_Loewe=-0.938, Synergy_HSA=-0.373. Cell line: HCT-15. Drug 2: B(C(CC(C)C)NC(=O)C(CC1=CC=CC=C1)NC(=O)C2=NC=CN=C2)(O)O. (6) Drug 1: C1CC(C1)(C(=O)O)C(=O)O.[NH2-].[NH2-].[Pt+2]. Drug 2: C1=NC2=C(N1)C(=S)N=CN2. Cell line: HT29. Synergy scores: CSS=27.7, Synergy_ZIP=-9.70, Synergy_Bliss=-9.19, Synergy_Loewe=-52.1, Synergy_HSA=-9.88. (7) Drug 1: CC(C1=C(C=CC(=C1Cl)F)Cl)OC2=C(N=CC(=C2)C3=CN(N=C3)C4CCNCC4)N. Drug 2: C1CC(=O)NC(=O)C1N2CC3=C(C2=O)C=CC=C3N. Cell line: U251. Synergy scores: CSS=2.61, Synergy_ZIP=-3.43, Synergy_Bliss=-4.46, Synergy_Loewe=-4.21, Synergy_HSA=-3.94.